The task is: Predict the reactants needed to synthesize the given product.. This data is from Full USPTO retrosynthesis dataset with 1.9M reactions from patents (1976-2016). (1) Given the product [CH3:71][N:47]1[C:46]([CH2:45][N:1]2[CH2:2][CH2:3][CH:4]([C:7]([NH2:10])([CH3:8])[CH3:9])[CH2:5][CH2:6]2)=[N:54][C:53]2[C:48]1=[N:49][C:50]([N:61]1[C:65]3[CH:66]=[CH:67][CH:68]=[CH:69][C:64]=3[N:63]=[C:62]1[CH3:70])=[N:51][C:52]=2[N:55]1[CH2:56][CH2:57][O:58][CH2:59][CH2:60]1, predict the reactants needed to synthesize it. The reactants are: [NH:1]1[CH2:6][CH2:5][CH:4]([C:7]([NH:10]C(=O)OCC2C3C=CC=CC=3C3C2=CC=CC=3)([CH3:9])[CH3:8])[CH2:3][CH2:2]1.C(N(CC)C(C)C)(C)C.C1COCC1.CO.Br[CH2:45][C:46]1[N:47]([CH3:71])[C:48]2[C:53]([N:54]=1)=[C:52]([N:55]1[CH2:60][CH2:59][O:58][CH2:57][CH2:56]1)[N:51]=[C:50]([N:61]1[C:65]3[CH:66]=[CH:67][CH:68]=[CH:69][C:64]=3[N:63]=[C:62]1[CH3:70])[N:49]=2. (2) Given the product [Br:1][C:2]1[CH:3]=[CH:4][C:5]2[S:9](=[O:10])(=[O:11])[N:8]([CH2:15][CH2:16][S:17][CH3:18])[CH:7]([CH3:12])[C:6]=2[CH:13]=1, predict the reactants needed to synthesize it. The reactants are: [Br:1][C:2]1[CH:3]=[CH:4][C:5]2[S:9](=[O:11])(=[O:10])[NH:8][CH:7]([CH3:12])[C:6]=2[CH:13]=1.Cl[CH2:15][CH2:16][S:17][CH3:18].C([O-])([O-])=O.[K+].[K+].N#N.